This data is from Reaction yield outcomes from USPTO patents with 853,638 reactions. The task is: Predict the reaction yield, written as a fraction of the theoretical maximum amount of product (1.0 means a 100% yield; for example, 0.34 means a 34% yield). The yield is 0.550. The product is [F:15][C:14]([F:17])([F:16])[CH:13]([C:18]1[CH:23]=[C:22]([Cl:24])[C:21]([Cl:25])=[C:20]([Cl:26])[CH:19]=1)/[CH:12]=[CH:11]/[C:9]1[CH:8]=[CH:7][C:3]([C:4]([OH:6])=[O:5])=[C:2]([CH:27]=[CH2:28])[CH:10]=1. The catalyst is C1(C)C=CC=CC=1.C1C=CC([P]([Pd]([P](C2C=CC=CC=2)(C2C=CC=CC=2)C2C=CC=CC=2)([P](C2C=CC=CC=2)(C2C=CC=CC=2)C2C=CC=CC=2)[P](C2C=CC=CC=2)(C2C=CC=CC=2)C2C=CC=CC=2)(C2C=CC=CC=2)C2C=CC=CC=2)=CC=1. The reactants are Br[C:2]1[CH:10]=[C:9](/[CH:11]=[CH:12]/[CH:13]([C:18]2[CH:23]=[C:22]([Cl:24])[C:21]([Cl:25])=[C:20]([Cl:26])[CH:19]=2)[C:14]([F:17])([F:16])[F:15])[CH:8]=[CH:7][C:3]=1[C:4]([OH:6])=[O:5].[CH2:27]([Sn](CCCC)(CCCC)C=C)[CH2:28]CC.O.